From a dataset of Catalyst prediction with 721,799 reactions and 888 catalyst types from USPTO. Predict which catalyst facilitates the given reaction. Product: [NH2:26][C:6]1[C:7]([O:11][C:12]2[CH:17]=[CH:16][C:15]([CH2:18][C:19]([O:21][CH2:22][CH3:23])=[O:20])=[CH:14][C:13]=2[O:24][CH3:25])=[CH:8][CH:9]=[C:10]2[C:5]=1[CH:4]=[C:3]([CH3:29])[N:2]2[CH3:1]. The catalyst class is: 13. Reactant: [CH3:1][N:2]1[C:10]2[C:5](=[C:6]([N+:26]([O-])=O)[C:7]([O:11][C:12]3[CH:17]=[CH:16][C:15]([CH2:18][C:19]([O:21][CH2:22][CH3:23])=[O:20])=[CH:14][C:13]=3[O:24][CH3:25])=[CH:8][CH:9]=2)[CH:4]=[C:3]1[CH3:29].O.O.[Sn](Cl)(Cl)(Cl)Cl.Cl.